Dataset: Forward reaction prediction with 1.9M reactions from USPTO patents (1976-2016). Task: Predict the product of the given reaction. (1) Given the reactants [CH2:1]([O:8][C:9]1[CH:10]=[C:11]([CH:17]=[C:18](O)[CH:19]=1)[C:12]([N:14]([CH3:16])[CH3:15])=[O:13])[C:2]1[CH:7]=[CH:6][CH:5]=[CH:4][CH:3]=1.CC1(C)C(C)(C)OB([C:29]2[CH:43]=[CH:42][C:32]([CH2:33][NH:34][C:35](=[O:41])[O:36][C:37]([CH3:40])([CH3:39])[CH3:38])=[CH:31][CH:30]=2)O1, predict the reaction product. The product is: [CH2:1]([O:8][C:9]1[CH:19]=[C:18]([C:29]2[CH:30]=[CH:31][C:32]([CH2:33][NH:34][C:35](=[O:41])[O:36][C:37]([CH3:39])([CH3:38])[CH3:40])=[CH:42][CH:43]=2)[CH:17]=[C:11]([C:12](=[O:13])[N:14]([CH3:16])[CH3:15])[CH:10]=1)[C:2]1[CH:7]=[CH:6][CH:5]=[CH:4][CH:3]=1. (2) Given the reactants [CH3:1][N:2]1[C:6]2[C:7]3[CH:8]=[CH:9][CH:10]=[CH:11][C:12]=3[O:13][C:14]3([CH2:19][CH2:18][NH:17][CH2:16][CH2:15]3)[C:5]=2[CH:4]=[N:3]1.[CH:20]([C:22]1[CH:23]=[C:24]([CH:28]=[CH:29][C:30]=1[O:31][CH:32]([CH3:34])[CH3:33])[C:25](O)=[O:26])=[O:21].CCN=C=NCCCN(C)C.CCN(CC)CC, predict the reaction product. The product is: [CH:32]([O:31][C:30]1[CH:29]=[CH:28][C:24]([C:25]([N:17]2[CH2:18][CH2:19][C:14]3([C:5]4[CH:4]=[N:3][N:2]([CH3:1])[C:6]=4[C:7]4[CH:8]=[CH:9][CH:10]=[CH:11][C:12]=4[O:13]3)[CH2:15][CH2:16]2)=[O:26])=[CH:23][C:22]=1[CH:20]=[O:21])([CH3:34])[CH3:33]. (3) Given the reactants [CH2:1]([O:8][C:9]([N:11]1[CH2:16][C@H:15]([O:17][CH2:18][C:19]2[CH:20]=[CH:21][C:22]3[O:27][CH2:26][CH2:25][N:24]([CH2:28][CH2:29][CH2:30][O:31][CH3:32])[C:23]=3[CH:33]=2)[C@@H:14]([C:34]2[CH:39]=[CH:38][C:37]([O:40][CH3:41])=[CH:36][CH:35]=2)[CH2:13][C@H:12]1[CH2:42][CH2:43][C:44]([OH:46])=O)=[O:10])[C:2]1[CH:7]=[CH:6][CH:5]=[CH:4][CH:3]=1.[CH3:47][NH2:48], predict the reaction product. The product is: [CH2:1]([O:8][C:9]([N:11]1[CH2:16][C@H:15]([O:17][CH2:18][C:19]2[CH:20]=[CH:21][C:22]3[O:27][CH2:26][CH2:25][N:24]([CH2:28][CH2:29][CH2:30][O:31][CH3:32])[C:23]=3[CH:33]=2)[C@@H:14]([C:34]2[CH:35]=[CH:36][C:37]([O:40][CH3:41])=[CH:38][CH:39]=2)[CH2:13][C@H:12]1[CH2:42][CH2:43][C:44](=[O:46])[NH:48][CH3:47])=[O:10])[C:2]1[CH:7]=[CH:6][CH:5]=[CH:4][CH:3]=1. (4) Given the reactants [F:1][C:2]1C=C[C:5](O)=[C:4](C)[CH:3]=1.[NH2:10][C:11]1([CH2:16][OH:17])[CH2:15][CH2:14][CH2:13][CH2:12]1.C(N([CH:24]([CH3:26])[CH3:25])CC)(C)C, predict the reaction product. The product is: [F:1][C:2]1[CH:3]=[CH:4][C:5]([NH:10][C:11]2([CH2:16][OH:17])[CH2:15][CH2:14][CH2:13][CH2:12]2)=[CH:26][C:24]=1[CH3:25].